From a dataset of Forward reaction prediction with 1.9M reactions from USPTO patents (1976-2016). Predict the product of the given reaction. (1) Given the reactants O.[OH-].[Li+].C[O:5][C:6](=[O:27])[C:7]1[CH:12]=[CH:11][C:10]([O:13][CH2:14][C:15]2[N:16]([CH3:26])[N:17]=[N:18][C:19]=2[C:20]2[CH:25]=[CH:24][CH:23]=[CH:22][CH:21]=2)=[N:9][CH:8]=1, predict the reaction product. The product is: [CH3:26][N:16]1[C:15]([CH2:14][O:13][C:10]2[CH:11]=[CH:12][C:7]([C:6]([OH:27])=[O:5])=[CH:8][N:9]=2)=[C:19]([C:20]2[CH:25]=[CH:24][CH:23]=[CH:22][CH:21]=2)[N:18]=[N:17]1. (2) Given the reactants [CH2:1]([O:8][C:9]1[CH:14]=[CH:13][C:12]([CH:15]([C:17]2[C:22]([CH3:23])=[CH:21][C:20]([O:24][Si:25]([CH:32]([CH3:34])[CH3:33])([CH:29]([CH3:31])[CH3:30])[CH:26]([CH3:28])[CH3:27])=[CH:19][C:18]=2[CH3:35])O)=[CH:11][C:10]=1[S:36]([C:39]1[CH:44]=[CH:43][C:42]([F:45])=[CH:41][CH:40]=1)(=[O:38])=[O:37])[C:2]1[CH:7]=[CH:6][CH:5]=[CH:4][CH:3]=1.C([SiH](CC)CC)C.FC(F)(F)S(O[Si](C)(C)C)(=O)=O.[Cl-].[NH4+], predict the reaction product. The product is: [CH2:1]([O:8][C:9]1[CH:14]=[CH:13][C:12]([CH2:15][C:17]2[C:22]([CH3:23])=[CH:21][C:20]([O:24][Si:25]([CH:26]([CH3:28])[CH3:27])([CH:32]([CH3:34])[CH3:33])[CH:29]([CH3:30])[CH3:31])=[CH:19][C:18]=2[CH3:35])=[CH:11][C:10]=1[S:36]([C:39]1[CH:44]=[CH:43][C:42]([F:45])=[CH:41][CH:40]=1)(=[O:37])=[O:38])[C:2]1[CH:3]=[CH:4][CH:5]=[CH:6][CH:7]=1.